This data is from Forward reaction prediction with 1.9M reactions from USPTO patents (1976-2016). The task is: Predict the product of the given reaction. Given the reactants [CH2:1]([N:8]1[CH2:13][CH2:12][N:11]([C:14]2[CH:21]=[CH:20][C:17]([C:18]#[N:19])=[CH:16][CH:15]=2)[CH2:10][CH2:9]1)[C:2]1[CH:7]=[CH:6][CH:5]=[CH:4][CH:3]=1.[OH-:22].[Na+], predict the reaction product. The product is: [CH2:1]([N:8]1[CH2:9][CH2:10][N:11]([C:14]2[CH:15]=[CH:16][C:17]([C:18]([NH2:19])=[O:22])=[CH:20][CH:21]=2)[CH2:12][CH2:13]1)[C:2]1[CH:3]=[CH:4][CH:5]=[CH:6][CH:7]=1.